From a dataset of Retrosynthesis with 50K atom-mapped reactions and 10 reaction types from USPTO. Predict the reactants needed to synthesize the given product. (1) Given the product C=CC(=O)NCCN(C)c1cccc(Nc2cc(-c3cc(F)cc(-n4ncc5c6c(sc5c4=O)CCCC6)c3COC(C)=O)cn(C)c2=O)n1, predict the reactants needed to synthesize it. The reactants are: C=CC(=O)NCCN(C)c1cccc(Nc2cc(Br)cn(C)c2=O)n1.CC(=O)OCc1c(B2OC(C)(C)C(C)(C)O2)cc(F)cc1-n1ncc2c3c(sc2c1=O)CCCC3. (2) Given the product CCOC(=O)[C@@H]1CC2(CCN(c3cc(O[C@H](c4ccc(-c5ccc(C)c(C)c5)cc4-n4ccc(C)n4)C(F)(F)F)nc(N)n3)CC2)CN1, predict the reactants needed to synthesize it. The reactants are: CCOC(=O)[C@@H]1CC2(CCN(c3cc(O[C@H](c4ccc(-c5ccc(C)c(C)c5)cc4-n4ccc(C)n4)C(F)(F)F)nc(N)n3)CC2)CN1C(=O)OCc1ccccc1.